Dataset: Forward reaction prediction with 1.9M reactions from USPTO patents (1976-2016). Task: Predict the product of the given reaction. (1) Given the reactants [C:1]([O:5][C:6](=[O:32])[CH2:7][CH2:8][C:9]1[CH:14]=[CH:13][C:12]([O:15][CH2:16][CH2:17][C:18]2[N:19]=[C:20]([C:24]3[CH:29]=[CH:28][CH:27]=[CH:26][CH:25]=3)[O:21][C:22]=2[CH3:23])=[CH:11][C:10]=1[CH2:30]O)([CH3:4])([CH3:3])[CH3:2].C1COCC1.C1(P(C2C=CC=CC=2)C2C=CC=CC=2)C=CC=CC=1.C(Br)(Br)(Br)[Br:58], predict the reaction product. The product is: [C:1]([O:5][C:6](=[O:32])[CH2:7][CH2:8][C:9]1[CH:14]=[CH:13][C:12]([O:15][CH2:16][CH2:17][C:18]2[N:19]=[C:20]([C:24]3[CH:29]=[CH:28][CH:27]=[CH:26][CH:25]=3)[O:21][C:22]=2[CH3:23])=[CH:11][C:10]=1[CH2:30][Br:58])([CH3:4])([CH3:3])[CH3:2]. (2) Given the reactants Cl.[OH:2][C:3]1[CH:13]=[CH:12][C:6]([C:7](=N)OCC)=[CH:5][CH:4]=1.[NH2:14][C:15]1[CH:16]=[C:17]([CH:20]=[CH:21][C:22]=1[NH:23][CH:24]1[CH2:29][CH2:28][CH2:27][CH2:26][CH2:25]1)[C:18]#[N:19], predict the reaction product. The product is: [OH:2][C:3]1[CH:13]=[CH:12][C:6]([C:7]2[N:23]([CH:24]3[CH2:25][CH2:26][CH2:27][CH2:28][CH2:29]3)[C:22]3[CH:21]=[CH:20][C:17]([C:18]#[N:19])=[CH:16][C:15]=3[N:14]=2)=[CH:5][CH:4]=1. (3) Given the reactants [C:1]([C:4]1[CH:24]=[CH:23][C:7]([O:8][CH2:9][CH2:10][CH2:11][CH2:12][O:13][C:14]2[CH:21]=[CH:20][C:17]([C:18]#[N:19])=[CH:16][C:15]=2[Br:22])=[C:6]([CH2:25][CH2:26][CH3:27])[C:5]=1[OH:28])(=[O:3])[CH3:2].C[Si]([N:33]=[N+:34]=[N-:35])(C)C.C([Sn](=O)CCCC)CCC, predict the reaction product. The product is: [Br:22][C:15]1[CH:16]=[C:17]([C:18]2[N:33]=[N:34][NH:35][N:19]=2)[CH:20]=[CH:21][C:14]=1[O:13][CH2:12][CH2:11][CH2:10][CH2:9][O:8][C:7]1[CH:23]=[CH:24][C:4]([C:1](=[O:3])[CH3:2])=[C:5]([OH:28])[C:6]=1[CH2:25][CH2:26][CH3:27]. (4) Given the reactants [Br:1][C:2]1[CH:10]=[CH:9][C:5]([C:6]([OH:8])=[O:7])=[CH:4][C:3]=1O.[C:12](=O)([O-])[O-].[K+].[K+].S([O:23][CH3:24])(OC)(=O)=O.O, predict the reaction product. The product is: [Br:1][C:2]1[CH:10]=[CH:9][C:5]([C:6]([O:8][CH3:12])=[O:7])=[CH:4][C:3]=1[O:23][CH3:24]. (5) Given the reactants [NH2:1][C:2]1[CH:3]=[CH:4][C:5]([N:8]2[CH2:13][CH2:12]N(CC3C=CC=CC=3)[C:10](=O)[CH2:9]2)=[N:6][CH:7]=1.ClC1C=CC([N+]([O-])=O)=CN=1.[CH2:32]([O:39][CH:40]1CCNCC1)[C:33]1[CH:38]=[CH:37][CH:36]=[CH:35][CH:34]=1, predict the reaction product. The product is: [CH2:32]([O:39][CH:40]1[CH2:10][CH2:9][N:8]([C:5]2[N:6]=[CH:7][C:2]([NH2:1])=[CH:3][CH:4]=2)[CH2:13][CH2:12]1)[C:33]1[CH:38]=[CH:37][CH:36]=[CH:35][CH:34]=1. (6) Given the reactants [Cl:1][C:2]1[CH:3]=[N:4][C:5]([C:8]2[CH:13]=[CH:12][C:11]([OH:14])=[CH:10][CH:9]=2)=[N:6][CH:7]=1.[CH2:15]([O:17][C:18]([C:20]1([CH2:34]I)[CH2:24][CH2:23][N:22]([C:25](=[O:33])[C:26]2[CH:31]=[CH:30][C:29]([F:32])=[CH:28][CH:27]=2)[CH2:21]1)=[O:19])[CH3:16], predict the reaction product. The product is: [CH2:15]([O:17][C:18]([C:20]1([CH2:34][O:14][C:11]2[CH:12]=[CH:13][C:8]([C:5]3[N:4]=[CH:3][C:2]([Cl:1])=[CH:7][N:6]=3)=[CH:9][CH:10]=2)[CH2:24][CH2:23][N:22]([C:25](=[O:33])[C:26]2[CH:27]=[CH:28][C:29]([F:32])=[CH:30][CH:31]=2)[CH2:21]1)=[O:19])[CH3:16]. (7) Given the reactants [OH:1][C:2]1[CH:7]=[CH:6][C:5]([CH2:8][CH2:9][C:10](O)=[O:11])=[CH:4][CH:3]=1.[CH3:13][O:14][C:15](=[O:25])[C@H:16]([CH2:18][C:19]1[CH:24]=[CH:23][CH:22]=[CH:21][CH:20]=1)[NH2:17].O.ON1C2C=CC=CC=2N=N1.Cl.CN(C)CCCN=C=NCC, predict the reaction product. The product is: [CH3:13][O:14][C:15](=[O:25])[CH:16]([NH:17][C:10](=[O:11])[CH2:9][CH2:8][C:5]1[CH:6]=[CH:7][C:2]([OH:1])=[CH:3][CH:4]=1)[CH2:18][C:19]1[CH:24]=[CH:23][CH:22]=[CH:21][CH:20]=1. (8) Given the reactants [Br:1][CH2:2][C:3]1[C:12]2[C:7](=[C:8]([F:13])[CH:9]=[CH:10][CH:11]=2)[NH:6][C:5](=O)[CH:4]=1.O=P(Cl)(Cl)[Cl:17], predict the reaction product. The product is: [Br:1][CH2:2][C:3]1[C:12]2[C:7](=[C:8]([F:13])[CH:9]=[CH:10][CH:11]=2)[N:6]=[C:5]([Cl:17])[CH:4]=1. (9) The product is: [CH2:1]([O:3][C:4]([C:6]1([C:9]2[CH:14]=[CH:13][C:12]([C:15]3[CH:16]=[CH:17][C:18]([C:21]4[O:25][N:24]=[C:23]([CH3:26])[C:22]=4[CH2:27][C:28](=[O:29])[N:35]([CH2:34][C:33]4[CH:37]=[CH:38][CH:39]=[CH:40][C:32]=4[F:31])[CH3:36])=[CH:19][CH:20]=3)=[CH:11][CH:10]=2)[CH2:7][CH2:8]1)=[O:5])[CH3:2]. Given the reactants [CH2:1]([O:3][C:4]([C:6]1([C:9]2[CH:14]=[CH:13][C:12]([C:15]3[CH:20]=[CH:19][C:18]([C:21]4[O:25][N:24]=[C:23]([CH3:26])[C:22]=4[CH2:27][C:28](O)=[O:29])=[CH:17][CH:16]=3)=[CH:11][CH:10]=2)[CH2:8][CH2:7]1)=[O:5])[CH3:2].[F:31][C:32]1[CH:40]=[CH:39][CH:38]=[CH:37][C:33]=1[CH2:34][NH:35][CH3:36], predict the reaction product.